From a dataset of Forward reaction prediction with 1.9M reactions from USPTO patents (1976-2016). Predict the product of the given reaction. (1) Given the reactants [CH3:1][O:2][C:3](=[O:17])[C:4]1[CH:9]=[C:8]([N+:10]([O-])=O)[C:7]([Cl:13])=[C:6]([O:14][CH2:15][CH3:16])[CH:5]=1.[Sn](Cl)(Cl)(Cl)Cl, predict the reaction product. The product is: [CH3:1][O:2][C:3](=[O:17])[C:4]1[CH:5]=[C:6]([O:14][CH2:15][CH3:16])[C:7]([Cl:13])=[C:8]([NH2:10])[CH:9]=1. (2) Given the reactants CS[C:3](SC)(SC)[CH:4]([C:6]1[CH:11]=[CH:10][CH:9]=[CH:8][C:7]=1[C:12]1[CH:32]=[CH:31][C:15]2[NH:16][C:17]([CH2:19][O:20][C:21]3[CH:26]=[CH:25][C:24]([C:27]([F:30])([F:29])[F:28])=[CH:23][CH:22]=3)=[N:18][C:14]=2[CH:13]=1)[OH:5].[CH3:37][OH:38].[OH2:39], predict the reaction product. The product is: [CH3:37][O:38][C:3](=[O:39])[CH:4]([OH:5])[C:6]1[CH:11]=[CH:10][CH:9]=[CH:8][C:7]=1[C:12]1[CH:32]=[CH:31][C:15]2[NH:16][C:17]([CH2:19][O:20][C:21]3[CH:26]=[CH:25][C:24]([C:27]([F:30])([F:29])[F:28])=[CH:23][CH:22]=3)=[N:18][C:14]=2[CH:13]=1. (3) Given the reactants [Cl:1][C:2]1[CH:9]=[CH:8][C:5]([C:6]#[N:7])=[C:4]([C:10]2[C:15]([O:16][CH2:17][CH3:18])=[CH:14][NH:13][C:12](=[O:19])[CH:11]=2)[CH:3]=1.Br[CH:21]([CH3:25])[C:22]([OH:24])=[O:23], predict the reaction product. The product is: [Cl:1][C:2]1[CH:9]=[CH:8][C:5]([C:6]#[N:7])=[C:4]([C:10]2[C:15]([O:16][CH2:17][CH3:18])=[CH:14][N:13]([CH:21]([CH3:25])[C:22]([OH:24])=[O:23])[C:12](=[O:19])[CH:11]=2)[CH:3]=1. (4) Given the reactants [F:1][C:2]1[CH:7]=[CH:6][C:5]([NH:8][C:9]2[N:14]3[N:15]=[CH:16][C:17]([C:18]([OH:20])=O)=[C:13]3[N:12]=[CH:11][C:10]=2[C:21]([N:23]2[CH2:28][CH2:27][C:26]3([C:36]4[C:31](=[CH:32][CH:33]=[CH:34][CH:35]=4)[CH:30]=[C:29]3[CH3:37])[CH2:25][CH2:24]2)=[O:22])=[CH:4][CH:3]=1.[CH3:38][S:39]([NH2:42])(=[O:41])=[O:40], predict the reaction product. The product is: [F:1][C:2]1[CH:7]=[CH:6][C:5]([NH:8][C:9]2[N:14]3[N:15]=[CH:16][C:17]([C:18]([NH:42][S:39]([CH3:38])(=[O:41])=[O:40])=[O:20])=[C:13]3[N:12]=[CH:11][C:10]=2[C:21]([N:23]2[CH2:28][CH2:27][C:26]3([C:36]4[C:31](=[CH:32][CH:33]=[CH:34][CH:35]=4)[CH:30]=[C:29]3[CH3:37])[CH2:25][CH2:24]2)=[O:22])=[CH:4][CH:3]=1. (5) The product is: [N:1]1[C:10]2[NH:9][C:8]3[CH:11]=[C:12]([CH2:15][N:16]4[CH2:21][CH2:20][CH:19]([NH:22][C:23](=[O:24])[CH:25]([C:26]#[N:27])[C:29](=[O:28])[CH3:30])[CH2:18][CH2:17]4)[CH:13]=[CH:14][C:7]=3[S:6][C:5]=2[N:4]=[CH:3][CH:2]=1. Given the reactants [N:1]1[C:10]2[NH:9][C:8]3[CH:11]=[C:12]([CH2:15][N:16]4[CH2:21][CH2:20][CH:19]([NH:22][C:23]([C:25]5[CH:26]=[N:27][O:28][C:29]=5[CH3:30])=[O:24])[CH2:18][CH2:17]4)[CH:13]=[CH:14][C:7]=3[S:6][C:5]=2[N:4]=[CH:3][CH:2]=1.COC(OC)N(C)C.O.C(OCC)(=O)C, predict the reaction product.